Dataset: Full USPTO retrosynthesis dataset with 1.9M reactions from patents (1976-2016). Task: Predict the reactants needed to synthesize the given product. Given the product [Cl:1][C:2]1[CH:3]=[C:4]([CH:25]=[CH:26][CH:27]=1)[C:5]([N:7]=[C:8]1[N:12]([CH2:13][C:14]([OH:16])=[O:15])[C:11]2[CH:19]=[CH:20][C:21]([O:23][CH3:24])=[CH:22][C:10]=2[S:9]1)=[O:6], predict the reactants needed to synthesize it. The reactants are: [Cl:1][C:2]1[CH:3]=[C:4]([CH:25]=[CH:26][CH:27]=1)[C:5]([N:7]=[C:8]1[N:12]([CH2:13][C:14]([O:16]CC)=[O:15])[C:11]2[CH:19]=[CH:20][C:21]([O:23][CH3:24])=[CH:22][C:10]=2[S:9]1)=[O:6].O1CCCC1.[OH-].[Na+].